Dataset: Forward reaction prediction with 1.9M reactions from USPTO patents (1976-2016). Task: Predict the product of the given reaction. (1) Given the reactants Cl[CH2:2][CH2:3][CH2:4][CH2:5][CH:6]([C:15]1O[C:17]([C:20]2[CH:25]=[CH:24][C:23]([C:26]3[O:30][C:29]([CH3:31])=[N:28][CH:27]=3)=[C:22]([O:32][CH3:33])[CH:21]=2)=[N:18][N:19]=1)[C:7]1[CH:12]=[CH:11][C:10]([Cl:13])=[C:9]([Cl:14])[CH:8]=1.[N-:34]=[N+]=[N-].[Na+].C1(P(C2C=CC=CC=2)C2C=CC=CC=2)C=CC=CC=1, predict the reaction product. The product is: [Cl:14][C:9]1[CH:8]=[C:7]([CH:6]2[CH2:5][CH2:4][CH2:3][CH2:2][N:34]3[C:17]([C:20]4[CH:25]=[CH:24][C:23]([C:26]5[O:30][C:29]([CH3:31])=[N:28][CH:27]=5)=[C:22]([O:32][CH3:33])[CH:21]=4)=[N:18][N:19]=[C:15]23)[CH:12]=[CH:11][C:10]=1[Cl:13]. (2) Given the reactants [CH2:1]([N:3]1[C:7]2[CH:8]=[C:9]([C:12]([F:15])([F:14])[F:13])[CH:10]=[CH:11][C:6]=2[N:5]=[C:4]1[C@H:16]([NH:18]C(=O)OC(C)(C)C)[CH3:17])[CH3:2].[ClH:26].C(N(C(C)C)CC)(C)C.Br[CH2:37][C:38]1[CH:43]=[CH:42][C:41]([S:44](Cl)(=[O:46])=[O:45])=[CH:40][CH:39]=1, predict the reaction product. The product is: [Cl:26][CH2:37][C:38]1[CH:43]=[CH:42][C:41]([S:44]([NH:18][C@@H:16]([C:4]2[N:3]([CH2:1][CH3:2])[C:7]3[CH:8]=[C:9]([C:12]([F:13])([F:14])[F:15])[CH:10]=[CH:11][C:6]=3[N:5]=2)[CH3:17])(=[O:46])=[O:45])=[CH:40][CH:39]=1.